This data is from Forward reaction prediction with 1.9M reactions from USPTO patents (1976-2016). The task is: Predict the product of the given reaction. (1) Given the reactants [CH2:1]([C:5]1[C:9]([CH2:10][O:11][C:12]2[CH:20]=[CH:19][C:15]([C:16]([OH:18])=O)=[CH:14][N:13]=2)=[C:8]([CH2:21][OH:22])[O:7][N:6]=1)[CH2:2][CH2:3][CH3:4].[CH:23]1([NH2:27])[CH2:26][CH2:25][CH2:24]1.F[B-](F)(F)F.N1(OC(N(C)C)=[N+](C)C)C2C=CC=CC=2N=N1.C(N(C(C)C)C(C)C)C, predict the reaction product. The product is: [CH2:1]([C:5]1[C:9]([CH2:10][O:11][C:12]2[CH:20]=[CH:19][C:15]([C:16]([NH:27][CH:23]3[CH2:26][CH2:25][CH2:24]3)=[O:18])=[CH:14][N:13]=2)=[C:8]([CH2:21][OH:22])[O:7][N:6]=1)[CH2:2][CH2:3][CH3:4]. (2) Given the reactants Br[C:2]1[CH:11]=[CH:10][C:9]2[O:8][CH2:7][C:6]3[CH:12]=[C:13]([C:15]([N:17]([C:19]4[CH:24]=[CH:23][C:22]([F:25])=[CH:21][C:20]=4[F:26])[CH3:18])=[O:16])[S:14][C:5]=3[C:4]=2[CH:3]=1.[CH3:27][N:28]([CH3:32])[CH2:29][CH2:30][NH2:31], predict the reaction product. The product is: [F:26][C:20]1[CH:21]=[C:22]([F:25])[CH:23]=[CH:24][C:19]=1[N:17]([CH3:18])[C:15]([C:13]1[S:14][C:5]2[C:4]3[CH:3]=[C:2]([NH:31][CH2:30][CH2:29][N:28]([CH3:32])[CH3:27])[CH:11]=[CH:10][C:9]=3[O:8][CH2:7][C:6]=2[CH:12]=1)=[O:16].